This data is from Full USPTO retrosynthesis dataset with 1.9M reactions from patents (1976-2016). The task is: Predict the reactants needed to synthesize the given product. (1) The reactants are: C(/[N:14]=[CH:15]/[C:16]1[CH:25]=[CH:24][C:19]([C:20]([O:22][CH3:23])=[O:21])=[CH:18][CH:17]=1)(C1C=CC=CC=1)C1C=CC=CC=1.C[Si]([N-][Si](C)(C)C)(C)C.[Na+].[Cl:36][C:37]1[C:42](Cl)=[N:41][CH:40]=[CH:39][N:38]=1. Given the product [NH2:14][CH:15]([C:42]1[C:37]([Cl:36])=[N:38][CH:39]=[CH:40][N:41]=1)[C:16]1[CH:17]=[CH:18][C:19]([C:20]([O:22][CH3:23])=[O:21])=[CH:24][CH:25]=1, predict the reactants needed to synthesize it. (2) Given the product [C:28]([O:27][C:25](=[O:26])[NH:14][CH2:13][C:12]1[CH:15]=[CH:16][CH:17]=[C:10]([CH2:9][OH:8])[CH:11]=1)([CH3:31])([CH3:30])[CH3:29], predict the reactants needed to synthesize it. The reactants are: [Si]([O:8][CH2:9][C:10]1[CH:11]=[C:12]([CH:15]=[CH:16][CH:17]=1)[CH2:13][NH2:14])(C(C)(C)C)(C)C.CCN(CC)CC.[C:25](O[C:25]([O:27][C:28]([CH3:31])([CH3:30])[CH3:29])=[O:26])([O:27][C:28]([CH3:31])([CH3:30])[CH3:29])=[O:26]. (3) Given the product [C:7]([C:11]1[N:12]=[C:13]([CH2:18][CH2:19][O:20][CH3:21])[CH:14]=[C:15]([N:1]2[CH2:6][CH2:5][NH:4][CH2:3][CH2:2]2)[N:16]=1)([CH3:10])([CH3:8])[CH3:9], predict the reactants needed to synthesize it. The reactants are: [NH:1]1[CH2:6][CH2:5][NH:4][CH2:3][CH2:2]1.[C:7]([C:11]1[N:16]=[C:15](Cl)[CH:14]=[C:13]([CH2:18][CH2:19][O:20][CH3:21])[N:12]=1)([CH3:10])([CH3:9])[CH3:8].O. (4) Given the product [CH:23]1([P:28]2[CH:5]3[CH2:6][CH2:7][CH2:8][CH:1]2[CH2:2][CH2:3][CH2:4]3)[CH2:27][CH2:26][CH2:25][CH2:24]1.[CH:23]1([P:28]2[CH:6]3[CH2:7][CH2:8][CH:1]2[CH2:2][CH2:3][CH2:4][CH2:5]3)[CH2:27][CH2:26][CH2:25][CH2:24]1, predict the reactants needed to synthesize it. The reactants are: [CH:1]1[CH2:8][CH2:7][CH:6]=[CH:5][CH2:4][CH2:3][CH:2]=1.N(C(C(C)C)C#N)=NC(C(C)C)C#N.[CH:23]1([PH2:28])[CH2:27][CH2:26][CH2:25][CH2:24]1.CC(N=NC(C#N)(C)C)(C#N)C. (5) The reactants are: [F:1][C:2]([F:21])([F:20])[C:3]([C:9]1[CH:14]=[CH:13][C:12]([CH2:15]O)=[C:11]([CH2:17][CH2:18][CH3:19])[CH:10]=1)([OH:8])[C:4]([F:7])([F:6])[F:5].C(N(CC)CC)C.CS(Cl)(=O)=O.[NH2:34][C:35]([CH3:56])([CH3:55])[CH2:36][NH:37][C:38]([NH:40][C:41]1[CH:46]=[CH:45][C:44]([CH2:47][CH:48]2[CH2:53][CH2:52][NH:51][CH2:50][CH2:49]2)=[CH:43][C:42]=1[F:54])=[O:39].C(=O)([O-])[O-].[K+].[K+]. Given the product [NH2:34][C:35]([CH3:56])([CH3:55])[CH2:36][NH:37][C:38]([NH:40][C:41]1[CH:46]=[CH:45][C:44]([CH2:47][CH:48]2[CH2:53][CH2:52][N:51]([CH2:15][C:12]3[CH:13]=[CH:14][C:9]([C:3]([OH:8])([C:4]([F:7])([F:6])[F:5])[C:2]([F:20])([F:1])[F:21])=[CH:10][C:11]=3[CH2:17][CH2:18][CH3:19])[CH2:50][CH2:49]2)=[CH:43][C:42]=1[F:54])=[O:39], predict the reactants needed to synthesize it. (6) Given the product [Si:1]([O:18][CH2:19][C:20]1[CH:21]=[C:22]([CH:23]=[CH:24][CH:25]=1)[CH:26]=[O:27])([C:14]([CH3:15])([CH3:16])[CH3:17])([C:2]1[CH:7]=[CH:6][CH:5]=[CH:4][CH:3]=1)[C:8]1[CH:9]=[CH:10][CH:11]=[CH:12][CH:13]=1, predict the reactants needed to synthesize it. The reactants are: [Si:1]([O:18][CH2:19][C:20]1[CH:21]=[C:22]([CH2:26][OH:27])[CH:23]=[CH:24][CH:25]=1)([C:14]([CH3:17])([CH3:16])[CH3:15])([C:8]1[CH:13]=[CH:12][CH:11]=[CH:10][CH:9]=1)[C:2]1[CH:7]=[CH:6][CH:5]=[CH:4][CH:3]=1. (7) Given the product [C:54]([N:26]1[C@H:25]([C:23]([NH:22][C@@H:6]([CH2:7][C:8]2[CH:9]=[CH:10][C:11]([C:14]3[CH:19]=[CH:18][N:17]=[C:16]([CH3:20])[C:15]=3[CH3:21])=[CH:12][CH:13]=2)[C:5]([OH:4])=[O:53])=[O:24])[CH2:34][C:33]2[CH:32]=[C:31]3[O:35][CH2:36][C@H:37]([C:39]4[CH:40]=[CH:41][C:42]([O:45][CH2:46][CH:47]5[CH2:52][CH2:51][CH2:50][CH2:49][CH2:48]5)=[CH:43][CH:44]=4)[O:38][C:30]3=[CH:29][C:28]=2[CH2:27]1)(=[O:61])[C:55]1[CH:60]=[CH:59][CH:58]=[CH:57][CH:56]=1, predict the reactants needed to synthesize it. The reactants are: Cl.Cl.C[O:4][C:5](=[O:53])[C@@H:6]([NH:22][C:23]([C@@H:25]1[CH2:34][C:33]2[CH:32]=[C:31]3[O:35][CH2:36][C@H:37]([C:39]4[CH:44]=[CH:43][C:42]([O:45][CH2:46][CH:47]5[CH2:52][CH2:51][CH2:50][CH2:49][CH2:48]5)=[CH:41][CH:40]=4)[O:38][C:30]3=[CH:29][C:28]=2[CH2:27][NH:26]1)=[O:24])[CH2:7][C:8]1[CH:13]=[CH:12][C:11]([C:14]2[CH:19]=[CH:18][N:17]=[C:16]([CH3:20])[C:15]=2[CH3:21])=[CH:10][CH:9]=1.[C:54](Cl)(=[O:61])[C:55]1[CH:60]=[CH:59][CH:58]=[CH:57][CH:56]=1. (8) Given the product [F:22][C:21]([F:24])([F:23])[C:16]1[CH:17]=[CH:18][CH:19]=[CH:20][C:15]=1[O:14][CH:11]1[CH2:12][CH2:13][N:8]([C:5]2[N:4]=[N:3][C:2]([OH:27])=[CH:7][CH:6]=2)[CH2:9][CH2:10]1, predict the reactants needed to synthesize it. The reactants are: Cl[C:2]1[N:3]=[N:4][C:5]([N:8]2[CH2:13][CH2:12][CH:11]([O:14][C:15]3[CH:20]=[CH:19][CH:18]=[CH:17][C:16]=3[C:21]([F:24])([F:23])[F:22])[CH2:10][CH2:9]2)=[CH:6][CH:7]=1.CC([O-])=[O:27].[K+]. (9) Given the product [Cl:1][C:2]1[CH:3]=[CH:4][C:5]([O:19][CH2:27][CH:28]([CH3:30])[CH3:29])=[C:6]([CH2:8][C:9]2[S:10][CH:11]=[C:12]([C:14]([O:16][CH2:17][CH3:18])=[O:15])[N:13]=2)[CH:7]=1, predict the reactants needed to synthesize it. The reactants are: [Cl:1][C:2]1[CH:3]=[CH:4][C:5]([OH:19])=[C:6]([CH2:8][C:9]2[S:10][CH:11]=[C:12]([C:14]([O:16][CH2:17][CH3:18])=[O:15])[N:13]=2)[CH:7]=1.C(=O)([O-])[O-].[K+].[K+].I[CH2:27][CH:28]([CH3:30])[CH3:29].